Dataset: HIV replication inhibition screening data with 41,000+ compounds from the AIDS Antiviral Screen. Task: Binary Classification. Given a drug SMILES string, predict its activity (active/inactive) in a high-throughput screening assay against a specified biological target. (1) The drug is O=C(Cn1c(=O)sc2ccc(Cl)cc21)N1CCN(CCO)CC1. The result is 0 (inactive). (2) The drug is COC(=O)C(Cc1nc2ccccc2nc1O)C(=O)C(=O)Nc1ccc(OC)cc1[N+](=O)[O-]. The result is 0 (inactive). (3) The compound is COc1cccc2ccc(C(=O)c3ccccc3)nc12. The result is 0 (inactive). (4) The molecule is C=CCC(NC(=O)C(CC(=O)OC(C)(C)C)NC(=O)OC(C)(C)C)C(=O)OC. The result is 0 (inactive).